From a dataset of Forward reaction prediction with 1.9M reactions from USPTO patents (1976-2016). Predict the product of the given reaction. Given the reactants Br[CH2:2][CH2:3][O:4][C:5]1[CH:6]=[C:7]([CH:12]=[CH:13][CH:14]=1)[C:8]([O:10][CH3:11])=[O:9].[I-:15].[Na+], predict the reaction product. The product is: [I:15][CH2:2][CH2:3][O:4][C:5]1[CH:6]=[C:7]([CH:12]=[CH:13][CH:14]=1)[C:8]([O:10][CH3:11])=[O:9].